Dataset: Peptide-MHC class II binding affinity with 134,281 pairs from IEDB. Task: Regression. Given a peptide amino acid sequence and an MHC pseudo amino acid sequence, predict their binding affinity value. This is MHC class II binding data. (1) The peptide sequence is SGDVLWDIPTPKIIE. The MHC is DRB3_0301 with pseudo-sequence DRB3_0301. The binding affinity (normalized) is 0.579. (2) The MHC is HLA-DPA10201-DPB10501 with pseudo-sequence HLA-DPA10201-DPB10501. The peptide sequence is SELYLYKVVKIEPLGVAP. The binding affinity (normalized) is 0.419. (3) The peptide sequence is SGGNHMLLDGVSVVA. The MHC is DRB3_0101 with pseudo-sequence DRB3_0101. The binding affinity (normalized) is 0.639. (4) The peptide sequence is AAEQLWVTVYYGVPVWK. The MHC is HLA-DQA10102-DQB10602 with pseudo-sequence HLA-DQA10102-DQB10602. The binding affinity (normalized) is 0.236. (5) The peptide sequence is AYTSSDDQISLFDQS. The MHC is DRB1_0101 with pseudo-sequence DRB1_0101. The binding affinity (normalized) is 0.526. (6) The peptide sequence is TWQGGSGMASHIIYE. The MHC is HLA-DQA10102-DQB10602 with pseudo-sequence HLA-DQA10102-DQB10602. The binding affinity (normalized) is 0.467. (7) The peptide sequence is GELQKVDKIDAAFKI. The MHC is DRB1_1201 with pseudo-sequence DRB1_1201. The binding affinity (normalized) is 0.355.